This data is from Forward reaction prediction with 1.9M reactions from USPTO patents (1976-2016). The task is: Predict the product of the given reaction. (1) Given the reactants [C:1]([CH:4]=[CH:5][C:6]1[CH:7]=[C:8]([CH:29]=[CH:30][CH:31]=1)[CH2:9][NH:10][C:11]1[N:15]([C@@H:16]2[O:22][C@H:21]([CH2:23][OH:24])[C@@H:19]([OH:20])[C@H:17]2[OH:18])[C:14]2[CH:25]=[CH:26][CH:27]=[CH:28][C:13]=2[N:12]=1)([OH:3])=[O:2], predict the reaction product. The product is: [C:1]([CH2:4][CH2:5][C:6]1[CH:7]=[C:8]([CH:29]=[CH:30][CH:31]=1)[CH2:9][NH:10][C:11]1[N:15]([C@@H:16]2[O:22][C@H:21]([CH2:23][OH:24])[C@@H:19]([OH:20])[C@H:17]2[OH:18])[C:14]2[CH:25]=[CH:26][CH:27]=[CH:28][C:13]=2[N:12]=1)([OH:3])=[O:2]. (2) Given the reactants [C:1]([O:5][C:6]([N:8]1[CH2:13][CH2:12][CH:11]([C:14](=[O:28])[NH:15][C@H:16]2[CH2:20][CH2:19][N:18](CC3C=CC=CC=3)[CH2:17]2)[CH2:10][CH2:9]1)=[O:7])([CH3:4])([CH3:3])[CH3:2].C(O)(=O)C.[H][H], predict the reaction product. The product is: [C:1]([O:5][C:6]([N:8]1[CH2:13][CH2:12][CH:11]([C:14](=[O:28])[NH:15][C@H:16]2[CH2:20][CH2:19][NH:18][CH2:17]2)[CH2:10][CH2:9]1)=[O:7])([CH3:4])([CH3:2])[CH3:3]. (3) Given the reactants Br[C:2]1[CH:3]=[C:4]2[C:8](=[C:9]([C:11]([NH2:13])=[O:12])[CH:10]=1)[NH:7][N:6]=[C:5]2[CH:14]1[CH2:19][CH2:18][N:17]([S:20]([CH2:23][CH2:24][CH2:25][N:26]2[CH2:30][CH2:29][CH2:28][CH2:27]2)(=[O:22])=[O:21])[CH2:16][CH2:15]1.[OH:31][CH2:32][C:33]1[CH:34]=[C:35](B(O)O)[CH:36]=[CH:37][CH:38]=1.C(=O)([O-])[O-].[Cs+].[Cs+], predict the reaction product. The product is: [OH:31][CH2:32][C:33]1[CH:38]=[C:37]([C:2]2[CH:3]=[C:4]3[C:8](=[C:9]([C:11]([NH2:13])=[O:12])[CH:10]=2)[NH:7][N:6]=[C:5]3[CH:14]2[CH2:15][CH2:16][N:17]([S:20]([CH2:23][CH2:24][CH2:25][N:26]3[CH2:27][CH2:28][CH2:29][CH2:30]3)(=[O:22])=[O:21])[CH2:18][CH2:19]2)[CH:36]=[CH:35][CH:34]=1. (4) The product is: [Cl:17][CH2:13][C:10]1[CH:9]=[C:8]([C:5]2[CH:6]=[CH:7][C:2]([Cl:1])=[CH:3][CH:4]=2)[O:12][N:11]=1. Given the reactants [Cl:1][C:2]1[CH:7]=[CH:6][C:5]([C:8]2[O:12][N:11]=[C:10]([CH2:13]O)[CH:9]=2)=[CH:4][CH:3]=1.S(Cl)([Cl:17])=O.N1C=CC=CC=1, predict the reaction product. (5) Given the reactants [CH2:1]([C:3]1[C:4]([NH:29][C:30]([O:32][CH2:33][C@@H:34]2[CH2:39][O:38][CH2:37][CH2:36][N:35]2C(OC(C)(C)C)=O)=[O:31])=[CH:5][N:6]2[C:11]=1[C:10]([NH:12][C:13]1[CH:14]=[C:15]3[C:19](=[CH:20][CH:21]=1)[N:18]([CH2:22][C:23]1[CH:28]=[CH:27][CH:26]=[CH:25][CH:24]=1)[N:17]=[CH:16]3)=[N:9][CH:8]=[N:7]2)[CH3:2].FC(F)(F)C(O)=O.C(=O)([O-])[O-].[Na+].[Na+], predict the reaction product. The product is: [CH2:1]([C:3]1[C:4]([NH:29][C:30](=[O:31])[O:32][CH2:33][C@@H:34]2[CH2:39][O:38][CH2:37][CH2:36][NH:35]2)=[CH:5][N:6]2[C:11]=1[C:10]([NH:12][C:13]1[CH:14]=[C:15]3[C:19](=[CH:20][CH:21]=1)[N:18]([CH2:22][C:23]1[CH:24]=[CH:25][CH:26]=[CH:27][CH:28]=1)[N:17]=[CH:16]3)=[N:9][CH:8]=[N:7]2)[CH3:2]. (6) Given the reactants [CH2:1]([O:8][C:9]1[CH:10]=[C:11]([O:29][C:30]2[CH:35]=[CH:34][C:33]([S:36]([CH3:39])(=[O:38])=[O:37])=[CH:32][CH:31]=2)[CH:12]=[C:13]2[C:17]=1[NH:16][C:15]([C:18]1[S:19][CH:20]([CH2:23][C:24]([O:26]CC)=[O:25])[CH2:21][N:22]=1)=[CH:14]2)[C:2]1[CH:7]=[CH:6][CH:5]=[CH:4][CH:3]=1, predict the reaction product. The product is: [CH2:1]([O:8][C:9]1[CH:10]=[C:11]([O:29][C:30]2[CH:31]=[CH:32][C:33]([S:36]([CH3:39])(=[O:37])=[O:38])=[CH:34][CH:35]=2)[CH:12]=[C:13]2[C:17]=1[NH:16][C:15]([C:18]1[S:19][CH:20]([CH2:23][C:24]([OH:26])=[O:25])[CH2:21][N:22]=1)=[CH:14]2)[C:2]1[CH:7]=[CH:6][CH:5]=[CH:4][CH:3]=1.